The task is: Predict the reaction yield, written as a fraction of the theoretical maximum amount of product (1.0 means a 100% yield; for example, 0.34 means a 34% yield).. This data is from Reaction yield outcomes from USPTO patents with 853,638 reactions. (1) The reactants are [CH2:1]([O:8][C:9](=O)O)[C:2]1[CH:7]=[CH:6][CH:5]=[CH:4][CH:3]=1.C(Cl)(=O)[C:13]([Cl:15])=[O:14]. The catalyst is C(Cl)Cl.CN(C=O)C. The product is [CH2:1]([O:8][CH2:9][C:13]([Cl:15])=[O:14])[C:2]1[CH:3]=[CH:4][CH:5]=[CH:6][CH:7]=1. The yield is 0.960. (2) The reactants are [CH3:1][N:2]1[CH2:7][CH2:6][N:5]([C:8](=[O:21])[CH2:9][CH2:10][CH2:11][O:12][C:13]2[CH:14]=[C:15]([CH:18]=[CH:19][CH:20]=2)[CH:16]=O)[CH2:4][CH2:3]1.[CH:22]([C:24]1[CH:25]=C(C=C[CH:36]=1)OCCCC(O)=O)=O.CN1CCNCC1.CN(C)CCCN=C=NCC.O.O[N:57]1[C:61]2[CH:62]=[CH:63][CH:64]=[CH:65][C:60]=2[N:59]=N1. The catalyst is ClCCl.O. The product is [C:24]([C:63]1[CH:64]=[CH:65][C:60]2[NH:59][C:16]([C:15]3[CH:14]=[C:13]([CH:20]=[CH:19][CH:18]=3)[O:12][CH2:11][CH2:10][CH2:9][C:8]([N:5]3[CH2:6][CH2:7][N:2]([CH3:1])[CH2:3][CH2:4]3)=[O:21])=[N:57][C:61]=2[CH:62]=1)([CH3:25])([CH3:36])[CH3:22]. The yield is 0.620. (3) The reactants are [NH2:1][C:2]([C:4]1[CH:5]=[C:6]2[C:11](=[CH:12][CH:13]=1)[C:10](=[O:14])[N:9]([CH2:15][CH:16]([CH3:18])[CH3:17])[C:8]([CH2:19][NH:20][C:21](=[O:27])[O:22]C(C)(C)C)=[C:7]2[C:28]1[CH:33]=[CH:32][CH:31]=[CH:30][CH:29]=1)=[S:3].C(N(CC)CC)C.ClC(O[CH2:45][CH:46]1[C:58]2[CH:57]=[CH:56][CH:55]=[CH:54][C:53]=2[C:52]2[C:47]1=[CH:48][CH:49]=[CH:50][CH:51]=2)=O.O. The catalyst is Cl.C(OCC)(=O)C. The product is [NH2:1][C:2]([C:4]1[CH:5]=[C:6]2[C:11](=[CH:12][CH:13]=1)[C:10](=[O:14])[N:9]([CH2:15][CH:16]([CH3:18])[CH3:17])[C:8]([CH2:19][NH:20][C:21](=[O:27])[O:22][CH2:45][CH:46]1[C:47]3[CH:48]=[CH:49][CH:50]=[CH:51][C:52]=3[C:53]3[C:58]1=[CH:57][CH:56]=[CH:55][CH:54]=3)=[C:7]2[C:28]1[CH:33]=[CH:32][CH:31]=[CH:30][CH:29]=1)=[S:3]. The yield is 0.781. (4) The reactants are Cl[C:2]1[CH:11]=[CH:10][C:9]2[C:4](=[CH:5][CH:6]=[C:7]([C:12]3[C:20]4[C:15](=[N:16][CH:17]=[N:18][C:19]=4[NH2:21])[N:14]([CH:22]([CH3:24])[CH3:23])[N:13]=3)[CH:8]=2)[N:3]=1.C([NH2:28])(=O)C.C([O-])([O-])=O.[K+].[K+]. No catalyst specified. The product is [NH2:21][C:19]1[N:18]=[CH:17][N:16]=[C:15]2[N:14]([CH:22]([CH3:23])[CH3:24])[N:13]=[C:12]([C:7]3[CH:8]=[C:9]4[C:4](=[CH:5][CH:6]=3)[N:3]=[C:2]([NH2:28])[CH:11]=[CH:10]4)[C:20]=12. The yield is 0.460. (5) The reactants are Cl[CH:2]([C:14]1[CH:19]=[CH:18][CH:17]=[CH:16][CH:15]=1)[C:3]([C:5]1[C:13]2[C:8](=[CH:9][CH:10]=[CH:11][CH:12]=2)[NH:7][CH:6]=1)=[O:4].[CH3:20][N:21]([CH2:23][C:24]1[CH:25]=[C:26]([CH:28]=[C:29]([O:31][CH3:32])[CH:30]=1)[NH2:27])[CH3:22]. The catalyst is C(#N)C. The product is [CH3:22][N:21]([CH2:23][C:24]1[CH:25]=[C:26]([NH:27][CH:2]([C:14]2[CH:19]=[CH:18][CH:17]=[CH:16][CH:15]=2)[C:3]([C:5]2[C:13]3[C:8](=[CH:9][CH:10]=[CH:11][CH:12]=3)[NH:7][CH:6]=2)=[O:4])[CH:28]=[C:29]([O:31][CH3:32])[CH:30]=1)[CH3:20]. The yield is 0.130. (6) The catalyst is O.CO. The yield is 0.770. The reactants are [CH3:1][C:2]1[CH:3]=[C:4]([CH:20]=[C:21]([CH3:32])[C:22]=1[N:23]1[CH:27]=[C:26]([C:28]([F:31])([F:30])[F:29])[CH:25]=[N:24]1)[O:5][C@H:6]([C:10]1[CH:19]=[CH:18][C:13]([C:14]([O:16]C)=[O:15])=[CH:12][CH:11]=1)[CH2:7][CH2:8][CH3:9].[OH-].[Na+].Cl.[CH2:36]([OH:43])[C:37]([NH2:42])([CH2:40][OH:41])[CH2:38][OH:39]. The product is [NH2:42][C:37]([CH2:40][OH:41])([CH2:38][OH:39])[CH2:36][OH:43].[CH3:1][C:2]1[CH:3]=[C:4]([CH:20]=[C:21]([CH3:32])[C:22]=1[N:23]1[CH:27]=[C:26]([C:28]([F:29])([F:31])[F:30])[CH:25]=[N:24]1)[O:5][C@H:6]([C:10]1[CH:11]=[CH:12][C:13]([C:14]([OH:16])=[O:15])=[CH:18][CH:19]=1)[CH2:7][CH2:8][CH3:9]. (7) The yield is 0.610. The product is [CH3:45][C:3]1([CH3:46])[C:2](=[O:1])[CH2:7][CH2:6][CH:5]([O:8][C:9]2[CH:14]=[CH:13][C:12]([N:15]3[C:20](=[O:21])[C:19]([CH2:22][C:23]4[CH:28]=[CH:27][C:26]([C:29]5[CH:34]=[CH:33][CH:32]=[CH:31][C:30]=5[C:35]5[NH:39][C:38](=[O:40])[O:37][N:36]=5)=[CH:25][CH:24]=4)=[C:18]([CH2:41][CH2:42][CH3:43])[N:17]=[C:16]3[CH3:44])=[CH:11][CH:10]=2)[CH2:4]1. The catalyst is C(Cl)Cl.O. The reactants are [OH:1][CH:2]1[CH2:7][CH2:6][CH:5]([O:8][C:9]2[CH:14]=[CH:13][C:12]([N:15]3[C:20](=[O:21])[C:19]([CH2:22][C:23]4[CH:28]=[CH:27][C:26]([C:29]5[CH:34]=[CH:33][CH:32]=[CH:31][C:30]=5[C:35]5[NH:39][C:38](=[O:40])[O:37][N:36]=5)=[CH:25][CH:24]=4)=[C:18]([CH2:41][CH2:42][CH3:43])[N:17]=[C:16]3[CH3:44])=[CH:11][CH:10]=2)[CH2:4][C:3]1([CH3:46])[CH3:45].CC(OI1(OC(C)=O)(OC(C)=O)OC(=O)C2C1=CC=CC=2)=O.C(OCC)(=O)C.S([O-])([O-])(=O)=S.[Na+].[Na+].